This data is from Peptide-MHC class II binding affinity with 134,281 pairs from IEDB. The task is: Regression. Given a peptide amino acid sequence and an MHC pseudo amino acid sequence, predict their binding affinity value. This is MHC class II binding data. (1) The peptide sequence is ALLPRAGAAAAAALP. The MHC is DRB1_1302 with pseudo-sequence DRB1_1302. The binding affinity (normalized) is 0.194. (2) The peptide sequence is ASRELERFAVNPGLL. The MHC is DRB1_1501 with pseudo-sequence DRB1_1501. The binding affinity (normalized) is 0.577. (3) The peptide sequence is EKKYFAATQFYPLAA. The MHC is HLA-DPA10103-DPB10601 with pseudo-sequence HLA-DPA10103-DPB10601. The binding affinity (normalized) is 0.826. (4) The peptide sequence is YELQIVDKIDAAFKI. The MHC is DRB1_0404 with pseudo-sequence DRB1_0404. The binding affinity (normalized) is 0.566. (5) The peptide sequence is QYIKANAKFIGITE. The MHC is DRB3_0202 with pseudo-sequence DRB3_0202. The binding affinity (normalized) is 0.383.